The task is: Predict the reactants needed to synthesize the given product.. This data is from Full USPTO retrosynthesis dataset with 1.9M reactions from patents (1976-2016). (1) The reactants are: [Cl:1][C:2]1[CH:7]=[C:6]([O:8][CH3:9])[CH:5]=[C:4]([Cl:10])[C:3]=1[C:11]1[N:12]=[C:13]([NH2:16])[S:14][CH:15]=1.Cl.[C:18](Cl)(=[O:25])[C:19]1[CH:24]=[CH:23][N:22]=[CH:21][CH:20]=1. Given the product [Cl:10][C:4]1[CH:5]=[C:6]([O:8][CH3:9])[CH:7]=[C:2]([Cl:1])[C:3]=1[C:11]1[N:12]=[C:13]([NH:16][C:18](=[O:25])[C:19]2[CH:24]=[CH:23][N:22]=[CH:21][CH:20]=2)[S:14][CH:15]=1, predict the reactants needed to synthesize it. (2) Given the product [C:1]([C:3]1[N:7]([CH3:8])[C:6]([NH:9][C:10](=[O:19])[C:11]([CH:13]2[CH2:18][CH2:17][CH2:16][CH2:15][CH2:14]2)([OH:12])[CH2:20][C:21]2[CH:26]=[CH:25][CH:24]=[CH:23][CH:22]=2)=[CH:5][CH:4]=1)#[N:2], predict the reactants needed to synthesize it. The reactants are: [C:1]([C:3]1[N:7]([CH3:8])[C:6]([NH:9][C:10](=[O:19])[C:11]([CH:13]2[CH2:18][CH2:17][CH2:16][CH2:15][CH2:14]2)=[O:12])=[CH:5][CH:4]=1)#[N:2].[CH2:20]([Mg]Cl)[C:21]1[CH:26]=[CH:25][CH:24]=[CH:23][CH:22]=1. (3) Given the product [CH3:34][N:33]([CH3:35])[CH2:32][CH2:31][O:30][C:26]1[CH:25]=[C:24]([NH:23][C:19]2[N:18]=[C:17]([C:16]3[C:8]([C:4]4[CH:3]=[C:2]([NH:1][C:42](=[O:43])[CH2:41][C:38]5[CH:39]=[CH:40][S:36][CH:37]=5)[CH:7]=[CH:6][CH:5]=4)=[N:9][N:10]4[CH:15]=[CH:14][CH:13]=[CH:12][C:11]=34)[CH:22]=[CH:21][N:20]=2)[CH:29]=[CH:28][CH:27]=1, predict the reactants needed to synthesize it. The reactants are: [NH2:1][C:2]1[CH:3]=[C:4]([C:8]2[C:16]([C:17]3[CH:22]=[CH:21][N:20]=[C:19]([NH:23][C:24]4[CH:29]=[CH:28][CH:27]=[C:26]([O:30][CH2:31][CH2:32][N:33]([CH3:35])[CH3:34])[CH:25]=4)[N:18]=3)=[C:11]3[CH:12]=[CH:13][CH:14]=[CH:15][N:10]3[N:9]=2)[CH:5]=[CH:6][CH:7]=1.[S:36]1[CH:40]=[CH:39][C:38]([CH2:41][C:42](O)=[O:43])=[CH:37]1.F[P-](F)(F)(F)(F)F.N1(OC(N(C)C)=[N+](C)C)C2N=CC=CC=2N=N1. (4) Given the product [NH:42]1[C:43]2[C:39](=[CH:38][C:37]([NH:36][CH:30]3[CH2:31][CH:32]4[N:35]([C:3](=[O:5])[CH2:2][OH:1])[CH:28]([CH2:34][CH2:33]4)[CH2:29]3)=[CH:45][CH:44]=2)[CH:40]=[N:41]1, predict the reactants needed to synthesize it. The reactants are: [OH:1][CH2:2][C:3]([OH:5])=O.ON1C2C=CC=CC=2N=N1.Cl.C(N=C=NCCCN(C)C)C.[CH:28]12[NH:35][CH:32]([CH2:33][CH2:34]1)[CH2:31][CH:30]([NH:36][C:37]1[CH:38]=[C:39]3[C:43](=[CH:44][CH:45]=1)[NH:42][N:41]=[CH:40]3)[CH2:29]2.C(=O)([O-])O.[Na+]. (5) Given the product [Cl:1][C:2]1[C:3]([F:9])=[C:4]([N:5]2[C:20]([CH3:22])=[C:19]([C:18]([OH:24])=[O:23])[N:15]=[N:16]2)[CH:6]=[CH:7][CH:8]=1, predict the reactants needed to synthesize it. The reactants are: [Cl:1][C:2]1[C:3]([F:9])=[C:4]([CH:6]=[CH:7][CH:8]=1)[NH2:5].N([O-])=O.[Na+].[N-]=[N+:15]=[N-:16].[Na+].[C:18]([O:24]C)(=[O:23])[CH2:19][C:20]([CH3:22])=O.[Na].[OH-].[Na+]. (6) Given the product [ClH:18].[N:19]12[CH2:24][CH2:23][CH:22]([CH2:25][CH2:26]1)[C@@H:21]([NH:27][C:28]([C:30]1[O:31][C:32]3[C:38]([C:10]4[CH:11]=[CH:12][C:7]([N:1]5[CH2:6][CH2:5][O:4][CH2:3][CH2:2]5)=[CH:8][CH:9]=4)=[CH:37][CH:36]=[CH:35][C:33]=3[CH:34]=1)=[O:29])[CH2:20]2, predict the reactants needed to synthesize it. The reactants are: [N:1]1([C:7]2[CH:12]=[CH:11][C:10](B(O)O)=[CH:9][CH:8]=2)[CH2:6][CH2:5][O:4][CH2:3][CH2:2]1.[OH-].[Na+].[ClH:18].[N:19]12[CH2:26][CH2:25][CH:22]([CH2:23][CH2:24]1)[C@@H:21]([NH:27][C:28]([C:30]1[O:31][C:32]3[C:38](Br)=[CH:37][CH:36]=[CH:35][C:33]=3[CH:34]=1)=[O:29])[CH2:20]2. (7) Given the product [CH2:1]([Si:8]([CH3:26])([CH3:27])[CH2:9][C@H:10]([NH:14][CH:15]([C:20]1[CH:21]=[CH:22][CH:23]=[CH:24][CH:25]=1)[C:16]([F:18])([F:17])[F:19])[C:11]([NH:43][C:38]1([C:37]#[N:42])[CH2:40][CH2:39]1)=[O:13])[C:2]1[CH:3]=[CH:4][CH:5]=[CH:6][CH:7]=1, predict the reactants needed to synthesize it. The reactants are: [CH2:1]([Si:8]([CH3:27])([CH3:26])[CH2:9][C@H:10]([NH:14][CH:15]([C:20]1[CH:25]=[CH:24][CH:23]=[CH:22][CH:21]=1)[C:16]([F:19])([F:18])[F:17])[C:11]([OH:13])=O)[C:2]1[CH:7]=[CH:6][CH:5]=[CH:4][CH:3]=1.CN(C(ON1N=[N:43][C:38]2[CH:39]=[CH:40]C=[N:42][C:37]1=2)=[N+](C)C)C.F[P-](F)(F)(F)(F)F. (8) Given the product [CH:1]([N:4]1[CH2:19][CH2:18][C:7]2[NH:8][C:9]3[CH:10]=[CH:11][C:12]([C:15]([N:25]4[CH2:26][CH2:27][CH:22]([O:20][CH3:21])[CH2:23][CH2:24]4)=[O:16])=[CH:13][C:14]=3[C:6]=2[CH2:5]1)([CH3:2])[CH3:3], predict the reactants needed to synthesize it. The reactants are: [CH:1]([N:4]1[CH2:19][CH2:18][C:7]2[NH:8][C:9]3[CH:10]=[CH:11][C:12]([C:15](O)=[O:16])=[CH:13][C:14]=3[C:6]=2[CH2:5]1)([CH3:3])[CH3:2].[O:20]([CH:22]1[CH2:27][CH2:26][NH:25][CH2:24][CH2:23]1)[CH3:21].C(N(C(C)C)CC)(C)C.CN(C(ON1N=NC2C=CC=NC1=2)=[N+](C)C)C.F[P-](F)(F)(F)(F)F.